Dataset: Reaction yield outcomes from USPTO patents with 853,638 reactions. Task: Predict the reaction yield, written as a fraction of the theoretical maximum amount of product (1.0 means a 100% yield; for example, 0.34 means a 34% yield). (1) The reactants are [C:1]([C:4]1[O:8][C:7]2[C:9]([O:18][C:19](=[O:29])[CH2:20][NH:21][C:22]([O:24][C:25]([CH3:28])([CH3:27])[CH3:26])=[O:23])=[C:10]3[C:15](=[C:16]([OH:17])[C:6]=2[CH:5]=1)[CH:14]=[CH:13][CH:12]=[CH:11]3)(=[O:3])[CH3:2].[C:30](OC(=O)C)(=[O:32])[CH3:31].C(OCC)(=O)C. The catalyst is CN(C=O)C. The product is [C:1]([C:4]1[O:8][C:7]2[C:9]([O:18][C:19](=[O:29])[CH2:20][NH:21][C:22]([O:24][C:25]([CH3:28])([CH3:27])[CH3:26])=[O:23])=[C:10]3[C:15](=[C:16]([O:17][C:30](=[O:32])[CH3:31])[C:6]=2[CH:5]=1)[CH:14]=[CH:13][CH:12]=[CH:11]3)(=[O:3])[CH3:2]. The yield is 0.680. (2) The reactants are [F:1][C:2]([F:18])([F:17])[C:3]([C:5]1[C:13]2[C:8](=[CH:9][C:10]([O:14][CH3:15])=[CH:11][CH:12]=2)[NH:7][C:6]=1[CH3:16])=[O:4].[CH2:19](I)[CH3:20].[H-].[Na+]. The catalyst is C1COCC1. The product is [CH2:19]([N:7]1[C:8]2[C:13](=[CH:12][CH:11]=[C:10]([O:14][CH3:15])[CH:9]=2)[C:5]([C:3](=[O:4])[C:2]([F:1])([F:17])[F:18])=[C:6]1[CH3:16])[CH3:20]. The yield is 0.400. (3) The reactants are Br[C:2]1[CH:3]=[N:4][C:5]2[N:6]([N:8]=[C:9]([CH3:21])[C:10]=2[CH2:11][N:12]2[CH2:16][CH:15]([CH2:17][CH2:18][CH3:19])[CH2:14][C:13]2=[O:20])[CH:7]=1.[C:22]1([C:28]#[CH:29])[CH:27]=[CH:26][CH:25]=[CH:24][CH:23]=1.[O-]P([O-])([O-])=O.[K+].[K+].[K+]. The catalyst is O.C(O)(C)C.[Pd]. The product is [CH3:21][C:9]1[C:10]([CH2:11][N:12]2[CH2:16][CH:15]([CH2:17][CH2:18][CH3:19])[CH2:14][C:13]2=[O:20])=[C:5]2[N:4]=[CH:3][C:2]([C:29]#[C:28][C:22]3[CH:27]=[CH:26][CH:25]=[CH:24][CH:23]=3)=[CH:7][N:6]2[N:8]=1. The yield is 0.110. (4) The reactants are [C:1]1([C:6]2[C:7]([OH:31])=[C:8]([C:18]3[NH:23][C:22]4[CH:24]=[CH:25][C:26](I)=[CH:27][C:21]=4[S:20](=[O:30])(=[O:29])[N:19]=3)[C:9](=[O:17])[N:10]([CH2:12][CH2:13][CH:14]([CH3:16])[CH3:15])[N:11]=2)[CH2:5][CH2:4][CH2:3][CH:2]=1.N(CC(O)=O)C.[CH3:38][S:39]([NH2:42])(=[O:41])=[O:40].P([O-])([O-])([O-])=O.[K+].[K+].[K+]. The catalyst is [Cu]I.CN(C=O)C. The product is [C:1]1([C:6]2[C:7]([OH:31])=[C:8]([C:18]3[NH:23][C:22]4[CH:24]=[CH:25][C:26]([NH:42][S:39]([CH3:38])(=[O:41])=[O:40])=[CH:27][C:21]=4[S:20](=[O:30])(=[O:29])[N:19]=3)[C:9](=[O:17])[N:10]([CH2:12][CH2:13][CH:14]([CH3:16])[CH3:15])[N:11]=2)[CH2:5][CH2:4][CH2:3][CH:2]=1. The yield is 0.300. (5) The reactants are [CH:1]1([CH2:6][C@H:7]([C@@H:23]([OH:32])[CH2:24][CH2:25][C:26]2[CH:31]=[CH:30][CH:29]=[CH:28][CH:27]=2)[C:8](N2[C@H](CC3C=CC=CC=3)COC2=O)=[O:9])[CH2:5][CH2:4][CH2:3][CH2:2]1.OO.[OH-].[Li+].S([O-])([O-])=[O:38].[Na+].[Na+]. The catalyst is C1COCC1.O. The product is [CH:1]1([CH2:6][C@H:7]([C@@H:23]([OH:32])[CH2:24][CH2:25][C:26]2[CH:31]=[CH:30][CH:29]=[CH:28][CH:27]=2)[C:8]([OH:9])=[O:38])[CH2:2][CH2:3][CH2:4][CH2:5]1. The yield is 0.810. (6) The reactants are [NH2:1][C:2]1[C:3]2[N:4]([C:8]([C:18](=[O:20])[CH3:19])=[C:9]([C:11]3[CH:16]=[CH:15][C:14]([F:17])=[CH:13][CH:12]=3)[N:10]=2)[CH:5]=[CH:6][CH:7]=1.C(OCC)(=O)C.O.CO[CH:30](OC)[N:31]([CH3:33])[CH3:32]. No catalyst specified. The product is [CH3:30][N:31]([CH3:33])/[CH:32]=[CH:19]/[C:18]([C:8]1[N:4]2[CH:5]=[CH:6][CH:7]=[C:2]([N:1]=[CH:3][N:4]([CH3:8])[CH3:5])[C:3]2=[N:10][C:9]=1[C:11]1[CH:16]=[CH:15][C:14]([F:17])=[CH:13][CH:12]=1)=[O:20]. The yield is 0.620. (7) The product is [C:1]([O:7][CH:6]1[O:8][C@H:9]([CH2:14][O:15][C:20](=[O:22])[CH3:21])[C@@H:10]([O:13][C:9](=[O:8])[CH3:10])[C@H:11]([O:12][C:6](=[O:7])[CH3:5])[C@@H:5]1[NH:4][C:1](=[O:3])[CH3:2])(=[O:3])[CH3:2]. The yield is 0.940. The reactants are [C:1]([NH:4][C@H:5]1[C@@H:11]([OH:12])[C@H:10]([OH:13])[C@@H:9]([CH2:14][OH:15])[O:8][CH:6]1[OH:7])(=[O:3])[CH3:2].C(O[C:20](=[O:22])[CH3:21])(=O)C. The catalyst is N1C=CC=CC=1.CN(C1C=CN=CC=1)C. (8) The reactants are [F:1][C:2]1[CH:7]=[CH:6][CH:5]=[C:4]([F:8])[C:3]=1[O:9][C:10]1[CH:15]=[CH:14][C:13](I)=[CH:12][CH:11]=1.[CH3:17][C:18]1([CH3:34])[C:22]([CH3:24])([CH3:23])[O:21][B:20]([B:20]2[O:21][C:22]([CH3:24])([CH3:23])[C:18]([CH3:34])([CH3:17])[O:19]2)[O:19]1.C([O-])(=O)C.[K+]. The catalyst is CN(C)C=O.CC([O-])=O.CC([O-])=O.[Pd+2]. The product is [F:1][C:2]1[CH:7]=[CH:6][CH:5]=[C:4]([F:8])[C:3]=1[O:9][C:10]1[CH:15]=[CH:14][C:13]([B:20]2[O:21][C:22]([CH3:24])([CH3:23])[C:18]([CH3:34])([CH3:17])[O:19]2)=[CH:12][CH:11]=1. The yield is 0.750.